From a dataset of Catalyst prediction with 721,799 reactions and 888 catalyst types from USPTO. Predict which catalyst facilitates the given reaction. (1) Reactant: [O:1]=[C:2]1[CH2:6][CH2:5][CH:4]([C:7]([O:9][CH3:10])=[O:8])[CH2:3]1.[C:11]([Mg]Br)#[CH:12]. Product: [C:11]([C:2]1([OH:1])[CH2:6][CH2:5][CH:4]([C:7]([O:9][CH3:10])=[O:8])[CH2:3]1)#[CH:12]. The catalyst class is: 1. (2) Reactant: Cl.[O:2]1[CH2:6][CH2:5][CH:4]([CH2:7][NH2:8])[CH2:3]1.C(N(CC)CC)C.[O:16]([C:23]1[CH:37]=[CH:36][C:26]([CH2:27][C:28]2[O:32][N:31]=[C:30]([C:33](O)=[O:34])[CH:29]=2)=[CH:25][CH:24]=1)[C:17]1[CH:22]=[CH:21][CH:20]=[CH:19][CH:18]=1.ON1C2C=CC=CC=2N=N1.Cl.C(N=C=NCCCN(C)C)C.Cl. Product: [O:2]1[CH2:6][CH2:5][CH:4]([CH2:7][NH:8][C:33]([C:30]2[CH:29]=[C:28]([CH2:27][C:26]3[CH:36]=[CH:37][C:23]([O:16][C:17]4[CH:22]=[CH:21][CH:20]=[CH:19][CH:18]=4)=[CH:24][CH:25]=3)[O:32][N:31]=2)=[O:34])[CH2:3]1. The catalyst class is: 22.